This data is from Full USPTO retrosynthesis dataset with 1.9M reactions from patents (1976-2016). The task is: Predict the reactants needed to synthesize the given product. (1) Given the product [CH2:17]([O:13][C:12](=[O:14])[CH:11]([C:8]1[CH:7]=[CH:6][C:5]([CH2:1][CH:2]([CH3:4])[CH3:3])=[CH:10][CH:9]=1)[CH3:15])[CH3:18], predict the reactants needed to synthesize it. The reactants are: [CH2:1]([C:5]1[CH:10]=[CH:9][C:8]([CH:11]([CH3:15])[C:12]([OH:14])=[O:13])=[CH:7][CH:6]=1)[CH:2]([CH3:4])[CH3:3].O.[C:17]1(C)C=CC(S(O)(=O)=O)=C[CH:18]=1. (2) Given the product [OH:8][C@@H:9]1[C@@:26]2([CH3:27])[C:13](=[CH:14][CH:15]=[C:16]3[C@@H:25]2[CH2:24][CH2:23][C@@:21]2([CH3:22])[C@H:17]3[CH2:18][CH2:19][C@@H:20]2[CH2:28][OH:29])[CH2:12][C@@H:11]([OH:30])[CH2:10]1, predict the reactants needed to synthesize it. The reactants are: [Si]([O:8][C@@H:9]1[C@@:26]2([CH3:27])[C:13](=[CH:14][CH:15]=[C:16]3[C@@H:25]2[CH2:24][CH2:23][C@@:21]2([CH3:22])[C@H:17]3[CH2:18][CH2:19][C@@H:20]2[CH2:28][OH:29])[CH2:12][C@@H:11]([O:30][Si](C(C)(C)C)(C)C)[CH2:10]1)(C(C)(C)C)(C)C.O1CCCC1.[F-].C([N+](CCCC)(CCCC)CCCC)CCC.